This data is from Reaction yield outcomes from USPTO patents with 853,638 reactions. The task is: Predict the reaction yield, written as a fraction of the theoretical maximum amount of product (1.0 means a 100% yield; for example, 0.34 means a 34% yield). (1) The reactants are [F:1][C:2]1[CH:3]=[CH:4][CH:5]=[C:6]2[C:10]=1[N:9]([CH3:11])[CH:8]=[C:7]2[CH2:12][NH:13][CH3:14].CNCC1C2C=CC=CC=2N2CCCC=12.[NH2:30][C:31]1[N:36]=[CH:35][C:34](/[CH:37]=[CH:38]/[C:39]([OH:41])=O)=[CH:33][CH:32]=1.Cl.O=C1NC2N=CC(/C=C/C(O)=O)=CC=2CC1. No catalyst specified. The product is [NH2:30][C:31]1[N:36]=[CH:35][C:34](/[CH:37]=[CH:38]/[C:39]([N:13]([CH2:12][C:7]2[C:6]3[C:10](=[C:2]([F:1])[CH:3]=[CH:4][CH:5]=3)[N:9]([CH3:11])[CH:8]=2)[CH3:14])=[O:41])=[CH:33][CH:32]=1. The yield is 0.270. (2) The reactants are Cl[C:2]1[C:7]([Cl:8])=[CH:6][N:5]=[C:4]([NH2:9])[CH:3]=1.[NH:10]1[CH2:15][CH2:14][O:13][CH2:12][CH2:11]1. The catalyst is CC(N(C)C)=O. The product is [Cl:8][C:7]1[C:2]([N:10]2[CH2:15][CH2:14][O:13][CH2:12][CH2:11]2)=[CH:3][C:4]([NH2:9])=[N:5][CH:6]=1. The yield is 0.880. (3) The reactants are CN(C)C=O.[CH3:6][N:7]([CH2:14][CH2:15][OH:16])[C:8]1[CH:13]=[CH:12][CH:11]=[CH:10][N:9]=1.F[C:18]1[CH:25]=[CH:24][C:21]([CH:22]=[O:23])=[CH:20][CH:19]=1.CC(C)([O-])C.[K+]. The catalyst is O. The product is [CH3:6][N:7]([CH2:14][CH2:15][O:16][C:18]1[CH:25]=[CH:24][C:21]([CH:22]=[O:23])=[CH:20][CH:19]=1)[C:8]1[CH:13]=[CH:12][CH:11]=[CH:10][N:9]=1. The yield is 0.880. (4) The reactants are ClC(N(C)C)=C(C)C.[Si:9]([O:16][C@@H:17]([CH2:21][O:22][CH:23]1[CH2:26][CH2:25][CH2:24]1)[C:18]([OH:20])=O)([C:12]([CH3:15])([CH3:14])[CH3:13])([CH3:11])[CH3:10].N1C=CC=CC=1.[CH3:33][C:34]1[CH:35]=[CH:36][C:37]([NH2:40])=[N:38][CH:39]=1.C(O)(=O)CC(CC(O)=O)(C(O)=O)O. The catalyst is C(Cl)Cl. The product is [Si:9]([O:16][C@@H:17]([CH2:21][O:22][CH:23]1[CH2:26][CH2:25][CH2:24]1)[C:18]([NH:40][C:37]1[CH:36]=[CH:35][C:34]([CH3:33])=[CH:39][N:38]=1)=[O:20])([C:12]([CH3:13])([CH3:14])[CH3:15])([CH3:10])[CH3:11]. The yield is 0.587.